This data is from Full USPTO retrosynthesis dataset with 1.9M reactions from patents (1976-2016). The task is: Predict the reactants needed to synthesize the given product. Given the product [CH:1]1([C:4]2[NH:8][N:7]=[C:6]([N:9]3[C:13](=[O:14])[C:12]4[C:11](=[CH:19][CH:18]=[CH:17][CH:16]=4)[C:10]3=[O:15])[CH:5]=2)[CH2:3][CH2:2]1, predict the reactants needed to synthesize it. The reactants are: [CH:1]1([C:4]2[NH:8][N:7]=[C:6]([NH2:9])[CH:5]=2)[CH2:3][CH2:2]1.[C:10]1(=O)[O:15][C:13](=[O:14])[C:12]2=[CH:16][CH:17]=[CH:18][CH:19]=[C:11]12.